Task: Predict the product of the given reaction.. Dataset: Forward reaction prediction with 1.9M reactions from USPTO patents (1976-2016) (1) The product is: [Br:1][C:2]1[CH:9]=[C:8]([F:10])[C:5](/[CH:6]=[CH:13]/[C:14]([O:16][CH2:17][CH3:18])=[O:15])=[C:4]([F:11])[CH:3]=1. Given the reactants [Br:1][C:2]1[CH:9]=[C:8]([F:10])[C:5]([CH:6]=O)=[C:4]([F:11])[CH:3]=1.Br[CH2:13][C:14]([O:16][CH2:17][CH3:18])=[O:15], predict the reaction product. (2) Given the reactants Br[C:2]1[CH:7]=[CH:6][CH:5]=[CH:4][N:3]=1.[CH3:8][C:9]1[CH:10]=[CH:11][C:12]([NH2:15])=[N:13][CH:14]=1.CC(C)([O-])C.[K+].C1(P(C2CCCCC2)C2C=CC=CC=2C2C(OC)=CC=CC=2OC)CCCCC1, predict the reaction product. The product is: [N:3]1[CH:4]=[CH:5][CH:6]=[CH:7][C:2]=1[NH:15][C:12]1[CH:11]=[CH:10][C:9]([CH3:8])=[CH:14][N:13]=1. (3) Given the reactants [CH3:1][O:2][C:3]1[C:12]2[C:7](=[CH:8][CH:9]=[CH:10][CH:11]=2)[C:6]([O:13][CH3:14])=[C:5]([S:15][CH3:16])[C:4]=1/[CH:17]=[C:18](\[CH3:24])/[C:19]([O:21]CC)=[O:20].COC1C2C(=CC=CC=2)C(OC)=CC=1/C=C(\C)/C(O)=O, predict the reaction product. The product is: [CH3:1][O:2][C:3]1[C:12]2[C:7](=[CH:8][CH:9]=[CH:10][CH:11]=2)[C:6]([O:13][CH3:14])=[C:5]([S:15][CH3:16])[C:4]=1/[CH:17]=[C:18](\[CH3:24])/[C:19]([OH:21])=[O:20]. (4) Given the reactants [O:1]1[C:5]2[CH:6]=[CH:7][C:8]([C:10]3[CH:15]=[CH:14][C:13]([C:16]4[N:21]=[C:20]([O:22][CH2:23][CH2:24][CH2:25][CH2:26][C:27]([CH3:52])([CH3:51])[C:28]([NH:30][CH:31]([CH2:39][C:40]5[CH:45]=[CH:44][C:43]([O:46]C(C)(C)C)=[CH:42][CH:41]=5)[C:32]([O:34]C(C)(C)C)=[O:33])=[O:29])[CH:19]=[CH:18][CH:17]=4)=[CH:12][CH:11]=3)=[CH:9][C:4]=2[O:3][CH2:2]1.FC(F)(F)C(O)=O, predict the reaction product. The product is: [O:1]1[C:5]2[CH:6]=[CH:7][C:8]([C:10]3[CH:15]=[CH:14][C:13]([C:16]4[N:21]=[C:20]([O:22][CH2:23][CH2:24][CH2:25][CH2:26][C:27]([CH3:52])([CH3:51])[C:28]([NH:30][CH:31]([CH2:39][C:40]5[CH:41]=[CH:42][C:43]([OH:46])=[CH:44][CH:45]=5)[C:32]([OH:34])=[O:33])=[O:29])[CH:19]=[CH:18][CH:17]=4)=[CH:12][CH:11]=3)=[CH:9][C:4]=2[O:3][CH2:2]1.